The task is: Predict the reaction yield, written as a fraction of the theoretical maximum amount of product (1.0 means a 100% yield; for example, 0.34 means a 34% yield).. This data is from Reaction yield outcomes from USPTO patents with 853,638 reactions. The reactants are [CH3:1][O:2][C:3]1[CH:4]=[C:5]([CH:9]=[CH:10][CH:11]=1)[C:6]([NH2:8])=[O:7].Cl[CH2:13][C:14](=O)[CH3:15]. The catalyst is C1(C)C=CC=CC=1. The product is [CH3:1][O:2][C:3]1[CH:4]=[C:5]([C:6]2[O:7][CH:13]=[C:14]([CH3:15])[N:8]=2)[CH:9]=[CH:10][CH:11]=1. The yield is 0.646.